From a dataset of Catalyst prediction with 721,799 reactions and 888 catalyst types from USPTO. Predict which catalyst facilitates the given reaction. (1) Reactant: [Cl:1][C:2]1[CH:3]=[C:4]2[C:8](=[CH:9][CH:10]=1)[C@@H:7]([O:11][C:12]1[C:20]3[N:19]=[C:18]([CH3:21])[N:17]([CH3:22])[C:16]=3[CH:15]=[C:14]([C:23]([O:25]CC)=[O:24])[CH:13]=1)[C@H:6]([OH:28])[CH2:5]2.[OH-].[Na+].Cl. Product: [Cl:1][C:2]1[CH:3]=[C:4]2[C:8](=[CH:9][CH:10]=1)[C@@H:7]([O:11][C:12]1[C:20]3[N:19]=[C:18]([CH3:21])[N:17]([CH3:22])[C:16]=3[CH:15]=[C:14]([C:23]([OH:25])=[O:24])[CH:13]=1)[C@H:6]([OH:28])[CH2:5]2. The catalyst class is: 12. (2) Reactant: CO[C:3]([C:5]1[C:10]([NH:11][C:12](=[O:21])[CH2:13][C:14]2[S:18][C:17]([Cl:19])=[N:16][C:15]=2[CH3:20])=[N:9][CH:8]=[CH:7][N:6]=1)=[O:4].C(=O)([O-])[O-].[K+].[K+]. Product: [Cl:19][C:17]1[S:18][C:14]([C:13]2[C:12](=[O:21])[NH:11][C:10]3=[N:9][CH:8]=[CH:7][N:6]=[C:5]3[C:3]=2[OH:4])=[C:15]([CH3:20])[N:16]=1. The catalyst class is: 35. (3) The catalyst class is: 6. Product: [CH2:1]([N:8]1[CH2:9][CH2:10][C:11](=[O:16])[C:12]([F:15])([F:14])[CH2:13]1)[C:2]1[CH:3]=[CH:4][CH:5]=[CH:6][CH:7]=1. Reactant: [CH2:1]([N:8]1[CH2:13][C:12]([F:15])([F:14])[C:11]([OH:16])=[C:10](C(OCC)=O)[CH2:9]1)[C:2]1[CH:7]=[CH:6][CH:5]=[CH:4][CH:3]=1.[Li+].[Cl-].CS(C)=O. (4) Reactant: F[C:2]1[CH:7]=[CH:6][C:5]([N+:8]([O-:10])=[O:9])=[C:4]([O:11][CH:12]([CH3:14])[CH3:13])[CH:3]=1.[C:15]([N:18]1[CH2:23][CH2:22][NH:21][CH2:20][CH2:19]1)(=[O:17])[CH3:16].C(=O)([O-])[O-].[K+].[K+]. Product: [CH:12]([O:11][C:4]1[CH:3]=[C:2]([N:21]2[CH2:22][CH2:23][N:18]([C:15](=[O:17])[CH3:16])[CH2:19][CH2:20]2)[CH:7]=[CH:6][C:5]=1[N+:8]([O-:10])=[O:9])([CH3:14])[CH3:13]. The catalyst class is: 9. (5) Reactant: Cl[C:2]1[CH:7]=[N:6][C:5]([C:8]2[CH:13]=[CH:12][CH:11]=[CH:10][CH:9]=2)=[C:4]([C:14]2[CH:19]=[CH:18][CH:17]=[CH:16][CH:15]=2)[N:3]=1.[CH:20]([NH:23][CH2:24][CH2:25][CH2:26][CH2:27][OH:28])([CH3:22])[CH3:21]. Product: [C:8]1([C:5]2[N:6]=[CH:7][C:2]([N:23]([CH2:24][CH2:25][CH2:26][CH2:27][OH:28])[CH:20]([CH3:22])[CH3:21])=[N:3][C:4]=2[C:14]2[CH:19]=[CH:18][CH:17]=[CH:16][CH:15]=2)[CH:13]=[CH:12][CH:11]=[CH:10][CH:9]=1. The catalyst class is: 6. (6) Product: [Cl:17][C:12]1[N:11]=[C:10]([N:4]2[CH2:5][C:6]3([CH2:8][OH:9])[C:2]([NH:1][C:23]([CH:21]4[CH2:22][CH:20]4[C:18]#[N:19])=[O:24])([CH2:7]3)[CH2:3]2)[C:15]([F:16])=[CH:14][N:13]=1. The catalyst class is: 2. Reactant: [NH2:1][C:2]12[CH2:7][C:6]1([CH2:8][OH:9])[CH2:5][N:4]([C:10]1[C:15]([F:16])=[CH:14][N:13]=[C:12]([Cl:17])[N:11]=1)[CH2:3]2.[C:18]([C@@H:20]1[CH2:22][C@H:21]1[C:23](O)=[O:24])#[N:19].CCN(C(C)C)C(C)C. (7) Reactant: [CH3:1][C:2]1[CH:3]=[N:4][N:5]([C:7]2[CH:12]=[CH:11][N:10]=[CH:9][C:8]=2[N:13]2[CH2:18][CH2:17][CH:16]([C:19](O)=[O:20])[CH2:15][CH2:14]2)[CH:6]=1.Cl.[CH3:23][C@:24]1([C:29]([O:31][CH3:32])=[O:30])[CH2:28][CH2:27][CH2:26][NH:25]1.CN(C(ON1N=NC2C=CC=NC1=2)=[N+](C)C)C.F[P-](F)(F)(F)(F)F.CCN(C(C)C)C(C)C. Product: [CH3:23][C@:24]1([C:29]([O:31][CH3:32])=[O:30])[CH2:28][CH2:27][CH2:26][N:25]1[C:19]([CH:16]1[CH2:17][CH2:18][N:13]([C:8]2[CH:9]=[N:10][CH:11]=[CH:12][C:7]=2[N:5]2[CH:6]=[C:2]([CH3:1])[CH:3]=[N:4]2)[CH2:14][CH2:15]1)=[O:20]. The catalyst class is: 136.